Dataset: Catalyst prediction with 721,799 reactions and 888 catalyst types from USPTO. Task: Predict which catalyst facilitates the given reaction. Reactant: [C:1]([O-])([O-])=O.[K+].[K+].[I:7][C:8]1[CH:9]=[C:10]2[C:14](=[CH:15][CH:16]=1)[N:13]([C:17]1[CH:25]=[CH:24][C:20]([C:21]([OH:23])=[O:22])=[CH:19][CH:18]=1)[N:12]=[CH:11]2.CI. Product: [CH3:1][O:22][C:21](=[O:23])[C:20]1[CH:19]=[CH:18][C:17]([N:13]2[C:14]3[C:10](=[CH:9][C:8]([I:7])=[CH:16][CH:15]=3)[CH:11]=[N:12]2)=[CH:25][CH:24]=1. The catalyst class is: 3.